Dataset: Reaction yield outcomes from USPTO patents with 853,638 reactions. Task: Predict the reaction yield, written as a fraction of the theoretical maximum amount of product (1.0 means a 100% yield; for example, 0.34 means a 34% yield). (1) The yield is 0.720. The product is [O:18]1[CH2:22][CH2:21][CH2:20][CH:19]1[CH2:23][NH:24][C:25]([C:27]1[S:28][C:29]([C:32]([NH:34][N:35]=[C:15]([C:12]2[C:13]([OH:14])=[C:9]([C:4]3[CH:5]=[CH:6][C:7]([Cl:8])=[C:2]([Cl:1])[CH:3]=3)[S:10][CH:11]=2)[CH3:17])=[O:33])=[CH:30][CH:31]=1)=[O:26]. The reactants are [Cl:1][C:2]1[CH:3]=[C:4]([C:9]2[S:10][CH:11]=[C:12]([C:15]([CH3:17])=O)[C:13]=2[OH:14])[CH:5]=[CH:6][C:7]=1[Cl:8].[O:18]1[CH2:22][CH2:21][CH2:20][CH:19]1[CH2:23][NH:24][C:25]([C:27]1[S:28][C:29]([C:32]([NH:34][NH2:35])=[O:33])=[CH:30][CH:31]=1)=[O:26].O.C1(C)C=CC(S(O)(=O)=O)=CC=1. The catalyst is C(O)(C)C. (2) The reactants are [CH3:1][C:2]1[O:6][N:5]=[C:4]([C:7]2[CH:12]=[CH:11][CH:10]=[CH:9][CH:8]=2)[C:3]=1[CH2:13][NH:14][C:15]1[CH:23]=[CH:22][C:18]([C:19]([OH:21])=O)=[CH:17][N:16]=1.[CH:24]1([NH2:27])[CH2:26][CH2:25]1. No catalyst specified. The product is [CH:24]1([NH:27][C:19](=[O:21])[C:18]2[CH:22]=[CH:23][C:15]([NH:14][CH2:13][C:3]3[C:4]([C:7]4[CH:8]=[CH:9][CH:10]=[CH:11][CH:12]=4)=[N:5][O:6][C:2]=3[CH3:1])=[N:16][CH:17]=2)[CH2:26][CH2:25]1. The yield is 0.890. (3) The reactants are [Cl:1][C:2]1[CH:3]=[C:4]2[C:9](=[CH:10][C:11]=1[O:12][C:13]1[CH:21]=[CH:20][C:16]([C:17](O)=[O:18])=[CH:15][CH:14]=1)[O:8][CH2:7][CH2:6][CH:5]2[C:22]([O:24][CH2:25][CH3:26])=[O:23].C(Cl)(=O)C(Cl)=O.[Br:33][C:34]1[CH:35]=[C:36]([CH:38]=[CH:39][C:40]=1[F:41])[NH2:37].C(N(CC)CC)C. The catalyst is ClCCCl.ClCCl.CN(C=O)C. The product is [Br:33][C:34]1[CH:35]=[C:36]([NH:37][C:17]([C:16]2[CH:20]=[CH:21][C:13]([O:12][C:11]3[CH:10]=[C:9]4[C:4]([CH:5]([C:22]([O:24][CH2:25][CH3:26])=[O:23])[CH2:6][CH2:7][O:8]4)=[CH:3][C:2]=3[Cl:1])=[CH:14][CH:15]=2)=[O:18])[CH:38]=[CH:39][C:40]=1[F:41]. The yield is 0.850. (4) The reactants are [Cl:1][C:2]1[CH:8]=[CH:7][C:5]([OH:6])=[CH:4][C:3]=1[OH:9].F[C:11](F)(F)[C:12]([OH:14])=O.[CH2:17]([O:19][C:20](=[O:22])[CH3:21])[CH3:18].[CH3:23]O. No catalyst specified. The product is [C:20]([O:19][CH2:17][CH2:18][C:11]1[C:12](=[O:14])[O:6][C:5]2[C:7]([CH:23]=1)=[CH:8][C:2]([Cl:1])=[C:3]([OH:9])[CH:4]=2)(=[O:22])[CH3:21]. The yield is 0.460.